Regression. Given two drug SMILES strings and cell line genomic features, predict the synergy score measuring deviation from expected non-interaction effect. From a dataset of NCI-60 drug combinations with 297,098 pairs across 59 cell lines. Drug 1: CNC(=O)C1=CC=CC=C1SC2=CC3=C(C=C2)C(=NN3)C=CC4=CC=CC=N4. Drug 2: COC1=C(C=C2C(=C1)N=CN=C2NC3=CC(=C(C=C3)F)Cl)OCCCN4CCOCC4. Cell line: SK-MEL-5. Synergy scores: CSS=25.1, Synergy_ZIP=9.56, Synergy_Bliss=6.14, Synergy_Loewe=0.0899, Synergy_HSA=0.620.